Dataset: Full USPTO retrosynthesis dataset with 1.9M reactions from patents (1976-2016). Task: Predict the reactants needed to synthesize the given product. (1) Given the product [N:1]([C@@H:4]([C@@H:19]([C:27]1[CH:28]=[CH:29][C:30]([Cl:33])=[CH:31][CH:32]=1)[C:20]1[CH:25]=[CH:24][CH:23]=[C:22]([F:26])[CH:21]=1)[C:5]([OH:6])=[O:34])=[N+:2]=[N-:3], predict the reactants needed to synthesize it. The reactants are: [N:1]([C@@H:4]([C@@H:19]([C:27]1[CH:32]=[CH:31][C:30]([Cl:33])=[CH:29][CH:28]=1)[C:20]1[CH:25]=[CH:24][CH:23]=[C:22]([F:26])[CH:21]=1)[C:5](N1[C@@H](C2C=CC=CC=2)COC1=O)=[O:6])=[N+:2]=[N-:3].[OH:34]O.[OH-].[Li+]. (2) Given the product [Cl:46][CH2:45][CH2:44][O:43][C:41](=[O:42])[NH:1][CH2:2][CH:3]1[CH2:8][CH2:7][CH:6]([NH:9][C:10]2[S:11][C:12]3[CH2:19][CH2:18][CH2:17][C:16]4[CH:20]=[CH:21][C:22]([F:24])=[CH:23][C:15]=4[C:13]=3[N:14]=2)[CH2:5][CH2:4]1, predict the reactants needed to synthesize it. The reactants are: [NH2:1][CH2:2][C@H:3]1[CH2:8][CH2:7][C@H:6]([NH:9][C:10]2[S:11][C:12]3[CH2:19][CH2:18][CH2:17][C:16]4[CH:20]=[CH:21][C:22]([F:24])=[CH:23][C:15]=4[C:13]=3[N:14]=2)[CH2:5][CH2:4]1.N1C=CC=CC=1.C(N(C(C)C)CC)(C)C.Cl[C:41]([O:43][CH2:44][CH2:45][Cl:46])=[O:42]. (3) Given the product [CH2:35]([N:37]([CH2:41][C:22]1[CH:23]=[CH:24][CH:25]=[CH:26][C:21]=1[F:13])[C:8](=[O:10])[CH2:7][O:6][C:5]1[CH:4]=[CH:3][C:2]([OH:1])=[CH:12][CH:11]=1)[CH3:36], predict the reactants needed to synthesize it. The reactants are: [OH:1][C:2]1[CH:12]=[CH:11][C:5]([O:6][CH2:7][C:8]([OH:10])=O)=[CH:4][CH:3]=1.[F:13][B-](F)(F)F.N1(OC(N(C)C)=[N+](C)C)[C:22]2[CH:23]=[CH:24][CH:25]=[CH:26][C:21]=2N=N1.[CH2:35]([N:37]([CH:41](C)C)C(C)C)[CH3:36].CCOC(C)=O. (4) Given the product [C:1]([O:5][C:6]([C:8]1[CH:13]=[CH:12][CH:11]=[C:10]([CH:14]2[CH2:18][CH2:17][NH:16][CH2:15]2)[N:9]=1)=[O:7])([CH3:4])([CH3:2])[CH3:3], predict the reactants needed to synthesize it. The reactants are: [C:1]([O:5][C:6]([C:8]1[CH:13]=[CH:12][CH:11]=[C:10]([CH:14]2[CH2:18][CH2:17][N:16](CC3C=CC=CC=3)[CH2:15]2)[N:9]=1)=[O:7])([CH3:4])([CH3:3])[CH3:2].C([O-])=O.[NH4+]. (5) Given the product [CH3:48][CH2:47][CH2:46][CH2:45][CH2:44]/[CH:43]=[CH:42]\[CH2:41][CH2:40][CH2:39][C:38](=[O:49])[CH2:37][CH2:36][CH2:35][CH2:34][CH2:33][CH2:32][CH2:31][CH2:30][CH2:29][CH3:28], predict the reactants needed to synthesize it. The reactants are: C(=O)CCCCCCCCC/C=C\CCCC.CS(C)=O.C(Cl)(=O)C(Cl)=O.[CH3:28][CH2:29][CH2:30][CH2:31][CH2:32]/[CH:33]=[CH:34]\[CH2:35][CH2:36][CH2:37][CH:38]([OH:49])[CH2:39][CH2:40][CH2:41][CH2:42][CH2:43][CH2:44][CH2:45][CH2:46][CH2:47][CH3:48].CCN(CC)CC.